This data is from Reaction yield outcomes from USPTO patents with 853,638 reactions. The task is: Predict the reaction yield, written as a fraction of the theoretical maximum amount of product (1.0 means a 100% yield; for example, 0.34 means a 34% yield). (1) The reactants are [CH3:1][C:2]1[C:3]([CH2:9][N:10]([CH:21]2[CH2:26][CH2:25][NH:24][CH2:23][CH2:22]2)[CH:11]2[C:20]3[N:19]=[CH:18][CH:17]=[CH:16][C:15]=3[CH2:14][CH2:13][CH2:12]2)=[N:4][CH:5]=[C:6]([CH3:8])[CH:7]=1.CCN(C(C)C)C(C)C.[NH:36]1[CH:40]=[CH:39][N:38]=[C:37]1[NH:41][C:42](N1C=CN=C1)=[O:43]. The catalyst is CN(C=O)C.[Cl-].[Na+].O. The product is [NH:36]1[CH:40]=[CH:39][N:38]=[C:37]1[NH:41][C:42]([N:24]1[CH2:23][CH2:22][CH:21]([N:10]([CH2:9][C:3]2[C:2]([CH3:1])=[CH:7][C:6]([CH3:8])=[CH:5][N:4]=2)[CH:11]2[C:20]3[N:19]=[CH:18][CH:17]=[CH:16][C:15]=3[CH2:14][CH2:13][CH2:12]2)[CH2:26][CH2:25]1)=[O:43]. The yield is 0.310. (2) The reactants are [CH2:1]([C:3]1[CH:4]=[CH:5][C:6]([CH:9]=[CH2:10])=[N:7][CH:8]=1)[CH3:2].BrN1C(=[O:17])CCC1=O.[OH-].[Na+].[OH:21][C:22]1[CH:29]=[CH:28][C:25]([CH:26]=[O:27])=[CH:24][CH:23]=1. The catalyst is O.C1(C)C=CC=CC=1.C(O)(C)(C)C. The product is [CH2:1]([C:3]1[CH:4]=[CH:5][C:6]([CH:9]([OH:17])[CH2:10][O:21][C:22]2[CH:29]=[CH:28][C:25]([CH:26]=[O:27])=[CH:24][CH:23]=2)=[N:7][CH:8]=1)[CH3:2]. The yield is 0.810. (3) The reactants are [C:1]([C:5]1[CH:23]=[CH:22][C:8]([C:9]([NH:11][C:12]2[N:13]=[C:14]3[CH:19]=[CH:18][C:17](I)=[N:16][N:15]3[CH:21]=2)=[O:10])=[CH:7][CH:6]=1)([CH3:4])([CH3:3])[CH3:2].[CH3:24][N:25]1[CH:29]=[C:28](B2OC(C)(C)C(C)(C)O2)[CH:27]=[N:26]1.C(=O)([O-])[O-].[Na+].[Na+].C1(P(C2C=CC=CC=2)C2C=CC=CC=2)C=CC=CC=1. The catalyst is C([O-])(=O)C.[Pd+2].[Pd+2].C([O-])(=O)C.C([O-])(=O)C.C([O-])(=O)C.O.CN(C)C=O.COCCOC. The product is [C:1]([C:5]1[CH:23]=[CH:22][C:8]([C:9]([NH:11][C:12]2[N:13]=[C:14]3[CH:19]=[CH:18][C:17]([C:28]4[CH:27]=[N:26][N:25]([CH3:24])[CH:29]=4)=[N:16][N:15]3[CH:21]=2)=[O:10])=[CH:7][CH:6]=1)([CH3:4])([CH3:3])[CH3:2]. The yield is 0.965. (4) The reactants are [Cl:1][C:2]1[S:6][C:5]([S:7](Cl)(=[O:9])=[O:8])=[CH:4][CH:3]=1.[NH2:11][C:12]([CH3:16])([CH3:15])[CH2:13][OH:14]. No catalyst specified. The product is [OH:14][CH2:13][C:12]([NH:11][S:7]([C:5]1[S:6][C:2]([Cl:1])=[CH:3][CH:4]=1)(=[O:9])=[O:8])([CH3:16])[CH3:15]. The yield is 0.770. (5) The yield is 1.00. The product is [CH:5]1([N:11]2[C:15]([CH3:16])([CH3:17])[CH2:14][N:13]([C:1]([Cl:4])=[O:2])[C:12]2=[O:18])[CH2:6][CH2:7][CH2:8][CH2:9][CH2:10]1. The catalyst is C(Cl)Cl. The reactants are [C:1]([Cl:4])(Cl)=[O:2].[CH:5]1([N:11]2[C:15]([CH3:17])([CH3:16])[CH2:14][NH:13][C:12]2=[O:18])[CH2:10][CH2:9][CH2:8][CH2:7][CH2:6]1.N1C=CC=CC=1. (6) The reactants are Br[C:2]1[CH:7]=[CH:6][CH:5]=[CH:4][N:3]=1.[Li]CCCC.[Br:13][C:14]1[CH:19]=[CH:18][C:17]([NH:20][C:21]2[C:22]([CH:32]=[O:33])=[CH:23][C:24]3[N:28]([CH3:29])[CH:27]=[N:26][C:25]=3[C:30]=2[F:31])=[C:16]([Cl:34])[CH:15]=1. The catalyst is C1COCC1. The product is [Br:13][C:14]1[CH:19]=[CH:18][C:17]([NH:20][C:21]2[C:22]([CH:32]([C:2]3[CH:7]=[CH:6][CH:5]=[CH:4][N:3]=3)[OH:33])=[CH:23][C:24]3[N:28]([CH3:29])[CH:27]=[N:26][C:25]=3[C:30]=2[F:31])=[C:16]([Cl:34])[CH:15]=1. The yield is 0.620.